Task: Predict the reaction yield, written as a fraction of the theoretical maximum amount of product (1.0 means a 100% yield; for example, 0.34 means a 34% yield).. Dataset: Reaction yield outcomes from USPTO patents with 853,638 reactions (1) The reactants are [C:1]([C:3]1([C:6]2[CH:7]=[C:8]([CH:12]=[CH:13][CH:14]=2)[C:9]([OH:11])=O)[CH2:5][CH2:4]1)#[N:2].C(Cl)(=O)C(Cl)=O.CN(C)C=O.[NH2:26][C:27]1[CH:28]=[C:29]([CH:48]=[CH:49][C:50]=1[F:51])[O:30][C:31]1[CH:45]=[CH:44][C:34]2[N:35]=[C:36]([NH:38][C:39]([CH:41]3[CH2:43][CH2:42]3)=[O:40])[S:37][C:33]=2[C:32]=1[C:46]#[N:47]. The catalyst is O1CCCC1.C(OCC)(=O)C. The product is [C:1]([C:3]1([C:6]2[CH:7]=[C:8]([CH:12]=[CH:13][CH:14]=2)[C:9]([NH:26][C:27]2[CH:28]=[C:29]([O:30][C:31]3[CH:45]=[CH:44][C:34]4[N:35]=[C:36]([NH:38][C:39]([CH:41]5[CH2:43][CH2:42]5)=[O:40])[S:37][C:33]=4[C:32]=3[C:46]#[N:47])[CH:48]=[CH:49][C:50]=2[F:51])=[O:11])[CH2:4][CH2:5]1)#[N:2]. The yield is 0.860. (2) The reactants are C(Cl)(=O)C(Cl)=O.CS(C)=O.[C:11](=[O:37])([S:13][CH2:14][CH2:15][C@H:16]([NH:26][C:27]([O:29][CH2:30][C:31]1[CH:36]=[CH:35][CH:34]=[CH:33][CH:32]=1)=[O:28])[C:17]([NH:19][CH2:20][CH2:21][CH2:22][CH2:23][CH2:24][OH:25])=[O:18])[CH3:12]. The catalyst is C(Cl)Cl. The product is [C:11](=[O:37])([S:13][CH2:14][CH2:15][C@H:16]([NH:26][C:27]([O:29][CH2:30][C:31]1[CH:36]=[CH:35][CH:34]=[CH:33][CH:32]=1)=[O:28])[C:17](=[O:18])[NH:19][CH2:20][CH2:21][CH2:22][CH2:23][CH:24]=[O:25])[CH3:12]. The yield is 0.670. (3) The reactants are [CH:1]1([NH:4][C:5]2[C:10]3[C:11]([C:14]([O:16][CH3:17])=[O:15])=[N:12][NH:13][C:9]=3[CH:8]=[CH:7][N:6]=2)[CH2:3][CH2:2]1.[Br:18][C:19]1[CH:20]=[C:21](B(O)O)[CH:22]=[CH:23][CH:24]=1. No catalyst specified. The product is [Br:18][C:19]1[CH:24]=[C:23]([N:13]2[C:9]3[CH:8]=[CH:7][N:6]=[C:5]([NH:4][CH:1]4[CH2:2][CH2:3]4)[C:10]=3[C:11]([C:14]([O:16][CH3:17])=[O:15])=[N:12]2)[CH:22]=[CH:21][CH:20]=1. The yield is 0.410. (4) The reactants are [C:1]1([C:7]([C:21]2[CH:26]=[CH:25][CH:24]=[CH:23][CH:22]=2)([C:15]2[CH:20]=[CH:19][CH:18]=[CH:17][CH:16]=2)[N:8]2[CH2:13][CH2:12][C:11](=[O:14])[CH2:10][CH2:9]2)[CH:6]=[CH:5][CH:4]=[CH:3][CH:2]=1.C[Si]([N-][Si](C)(C)C)(C)C.[Na+].[CH2:37]([O:39][C:40]([CH2:42][N:43]1[CH2:48][CH2:47][CH:46]([CH:49]=[O:50])[CH2:45][CH2:44]1)=[O:41])[CH3:38].[Cl-].[NH4+]. The catalyst is O1CCCC1. The product is [CH2:37]([O:39][C:40]([CH2:42][N:43]1[CH2:48][CH2:47][CH:46]([CH:49]([OH:50])[CH:10]2[C:11](=[O:14])[CH2:12][CH2:13][N:8]([C:7]([C:1]3[CH:2]=[CH:3][CH:4]=[CH:5][CH:6]=3)([C:15]3[CH:16]=[CH:17][CH:18]=[CH:19][CH:20]=3)[C:21]3[CH:22]=[CH:23][CH:24]=[CH:25][CH:26]=3)[CH2:9]2)[CH2:45][CH2:44]1)=[O:41])[CH3:38]. The yield is 0.340. (5) The product is [C:42]1([C:29]2([C:23]3[CH:24]=[CH:25][CH:26]=[CH:27][CH:28]=3)[O:33][C:32]3[CH:34]=[CH:35][C:36]([S:38]([N:11]4[CH2:10][CH:9]=[C:8]([C:2]5[CH:7]=[CH:6][CH:5]=[CH:4][CH:3]=5)[CH2:13][CH2:12]4)(=[O:39])=[O:40])=[CH:37][C:31]=3[O:30]2)[CH:47]=[CH:46][CH:45]=[CH:44][CH:43]=1. The reactants are Cl.[C:2]1([CH:8]2[CH:13]=[CH:12][NH:11][CH2:10][CH2:9]2)[CH:7]=[CH:6][CH:5]=[CH:4][CH:3]=1.C(N(C(C)C)C(C)C)C.[C:23]1([C:29]2([C:42]3[CH:47]=[CH:46][CH:45]=[CH:44][CH:43]=3)[O:33][C:32]3[CH:34]=[CH:35][C:36]([S:38](Cl)(=[O:40])=[O:39])=[CH:37][C:31]=3[O:30]2)[CH:28]=[CH:27][CH:26]=[CH:25][CH:24]=1.Cl. The yield is 0.480. The catalyst is C(Cl)Cl. (6) The reactants are [NH2:1][C:2]1[CH:3]=[C:4]([CH:7]=[CH:8][C:9]=1Cl)[C:5]#[N:6].[C:11](=[S:16])(OCC)[S-:12].[K+].Cl. The catalyst is CN(C=O)C.O. The product is [C:5]([C:4]1[CH:7]=[CH:8][C:9]2[S:12][C:11]([SH:16])=[N:1][C:2]=2[CH:3]=1)#[N:6]. The yield is 0.760.